Dataset: Full USPTO retrosynthesis dataset with 1.9M reactions from patents (1976-2016). Task: Predict the reactants needed to synthesize the given product. (1) The reactants are: C[O:2][C:3]([C:5]1[C:6](Cl)=[N:7][C:8]2[C:13]([C:14]=1[C:15]1[CH:20]=[CH:19][CH:18]=[CH:17][CH:16]=1)=[CH:12][CH:11]=[CH:10][C:9]=2[CH2:21][CH3:22])=[O:4].[CH3:24][NH:25][CH3:26]. Given the product [CH3:24][N:25]([CH3:26])[C:6]1[C:5]([C:3]([OH:2])=[O:4])=[C:14]([C:15]2[CH:20]=[CH:19][CH:18]=[CH:17][CH:16]=2)[C:13]2[C:8](=[C:9]([CH2:21][CH3:22])[CH:10]=[CH:11][CH:12]=2)[N:7]=1, predict the reactants needed to synthesize it. (2) Given the product [NH2:24][C:20]1[C:21]([CH3:23])=[C:22]2[C:17](=[CH:18][CH:19]=1)[N:16]([CH3:27])[CH:15]=[C:14]2[CH:11]1[CH2:10][CH2:9][N:8]([C:6]([CH:1]2[CH2:5][CH2:4][CH2:3][CH2:2]2)=[O:7])[CH2:13][CH2:12]1, predict the reactants needed to synthesize it. The reactants are: [CH:1]1([C:6]([N:8]2[CH2:13][CH2:12][C:11]([C:14]3[C:22]4[C:17](=[CH:18][CH:19]=[C:20]([N+:24]([O-])=O)[C:21]=4[CH3:23])[N:16]([CH3:27])[CH:15]=3)=[CH:10][CH2:9]2)=[O:7])[CH2:5][CH2:4][CH2:3][CH2:2]1.C([O-])=O.[NH4+].